This data is from Experimentally validated miRNA-target interactions with 360,000+ pairs, plus equal number of negative samples. The task is: Binary Classification. Given a miRNA mature sequence and a target amino acid sequence, predict their likelihood of interaction. (1) Result: 0 (no interaction). The miRNA is hsa-miR-340-5p with sequence UUAUAAAGCAAUGAGACUGAUU. The protein sequence of the target gene is MVQLGKLLRVLTLMKFPCCVLEVLLCVLAAAARGQEMYAPHSIRIEGDVTLGGLFPVHAKGPSGVPCGDIKRENGIHRLEAMLYALDQINSDPNLLPNVTLGARILDTCSRDTYALEQSLTFVQALIQKDTSDVRCTNGEPPVFVKPEKVVGVIGASGSSVSIMVANILRLFQIPQISYASTAPELSDDRRYDFFSRVVPPDSFQAQAMVDIVKALGWNYVSTLASEGSYGEKGVESFTQISKEAGGLCIAQSVRIPQERKDRTIDFDRIIKQLLDTPNSRAVVIFANDEDIKQILAAAK.... (2) The miRNA is hsa-miR-6511b-3p with sequence CCUCACCACCCCUUCUGCCUGCA. The protein sequence of the target gene is MAIRELKVCLLGDTGVGKSSIVCRFVQDHFDHNISPTIGASFMTKTVPCGNELHKFLIWDTAGQERFHSLAPMYYRGSAAAVIVYDITKQDSFYTLKKWVKELKEHGPENIVMAIAGNKCDLSDIREVPLKDAKEYAESIGAIVVETSAKNAINIEELFQGISRQIPPLDPHENGNNGTIKVEKPTMQASRRCC. Result: 1 (interaction). (3) The miRNA is hsa-miR-93-5p with sequence CAAAGUGCUGUUCGUGCAGGUAG. The protein sequence of the target gene is MQALRHVVCALSGGVDSAVAALLLRRRGYQVTGVFMKNWDSLDEHGVCTADKDCEDAYRVCQILDIPFHQVSYVKEYWNDVFSDFLNEYEKGRTPNPDIVCNKHIKFSCFFHYAVDNLGADAIATGHYARTSLEDEEVFEQKHVKKPEGLFRNRFEVRNAVKLLQAADSFKDQTFFLSQVSQDALRRTIFPLGGLTKEFVKKIAAENRLHHVLQKKESMGMCFIGKRNFEHFLLQYLQPRPGHFISIEDNKVLGTHKGWFLYTLGQRANIGGLREPWYVVEKDSVKGDVFVAPRTDHPAL.... Result: 0 (no interaction).